The task is: Binary Classification. Given a miRNA mature sequence and a target amino acid sequence, predict their likelihood of interaction.. This data is from Experimentally validated miRNA-target interactions with 360,000+ pairs, plus equal number of negative samples. (1) The miRNA is mmu-miR-6940-3p with sequence UUACCUUCCGUGCUUGCCCGCAG. Result: 0 (no interaction). The protein sequence of the target gene is MAALGGDGLRLLSVSRPERQPESAALSGPGSGLCCWVSVFSCFSLACSYVGSLYVWKSELPRDHPAVIKRRSTSVLVVSSLSPLCVLLWRELTGIQPGTSLLTLMGFRLEGIFPAALLPLLLTMILFLGPLMQLSMDCPCDLTDGLKVVLAPRSWARCLTDMRWLRNQVIAPLTEELVFRACMLPMLAPCTGLGPAVFTCPLFFGVAHFHHIIEQLRFRQSSVGSIFVSAAFQFSYTAVFGAYTAFLFIRTGHLIGPVLCHSFCNYMGFPAVCAALEHPQKWPLLAGYALGVGLFLLLLQ.... (2) The miRNA is hsa-miR-3913-5p with sequence UUUGGGACUGAUCUUGAUGUCU. The protein sequence of the target gene is MPRYCAAICCKNRRGRNNKDRKLSFYPFPLHDKERLEKWLKNMKRDSWVPSKYQFLCSDHFTPDSLDIRWGIRYLKQTAVPTIFSLPEDNQGKDPSKKKSQKKNLEDEKEVCPKAKSEESFVLNETKKNIVNTDVPHQHPELLHSSSLVKPPAPKTGSIQNNMLTLNLVKQHTGKPESTLETSVNQDTGRGGFHTCFENLNSTTITLTTSNSESIHQSLETQEVLEVTTSHLANPNFTSNSMEIKSAQENPFLFSTINQTVEELNTNKESVIAIFVPAENSKPSVNSFISAQKETTEMED.... Result: 1 (interaction). (3) The miRNA is hsa-miR-5690 with sequence UCAGCUACUACCUCUAUUAGG. The protein sequence of the target gene is MASEGTNIPSPVVRQIDKQFLICSICLERYKNPKVLPCLHTFCERCLQNYIPAHSLTLSCPVCRQTSILPEKGVAALQNNFFITNLMDVLQRTPGSNAEESSILETVTAVAAGKPLSCPNHDGNVMEFYCQSCETAMCRECTEGEHAEHPTVPLKDVVEQHKASLQVQLDAVNKRLPEIDSALQFISEIIHQLTNQKASIVDDIHSTFDELQKTLNVRKSVLLMELEVNYGLKHKVLQSQLDTLLQGQESIKSCSNFTAQALNHGTETEVLLVKKQMSEKLNELADQDFPLHPRENDQLD.... Result: 1 (interaction). (4) The miRNA is hsa-miR-1282 with sequence UCGUUUGCCUUUUUCUGCUU. The protein sequence of the target gene is MDASPEPQQKGGTLVLVRRQPPVSQGLLETLKARLKKSCTCSMPCAQALVQGLFPAIHWLPQYRLKEYLAGDVMSGLVIGIILVPQAIAYSLLAGLQPIYSLYTSFFANLIYFLMGTSRHVNVGIFSLLCLMVGQVVDRELQLAGFDPSQDSLGPKNNDSTLNNSATTLIIGLQDCRRDCYAIRVATALTLMAGLYQVLMGILRLGFVSTYLSQPLLDGFAMGASVTILTSQAKHMLGVQIPRHQGLGMVVHTWLSLLQNVGQANICDVVTSALCLGVLLAAKELSDRYRHRLKVPIPTE.... Result: 0 (no interaction).